This data is from Forward reaction prediction with 1.9M reactions from USPTO patents (1976-2016). The task is: Predict the product of the given reaction. (1) Given the reactants C([O:8][C:9]1[CH:36]=[CH:35][C:34]([N:37]2[CH2:42][CH2:41][CH2:40][CH2:39][CH2:38]2)=[CH:33][C:10]=1[C:11]([NH:13][C:14]1[CH:26]=[C:25]([C:27]2[CH:32]=[CH:31][CH:30]=[CH:29][CH:28]=2)[CH:24]=[CH:23][C:15]=1[C:16]([O:18][C:19]([CH3:22])([CH3:21])[CH3:20])=[O:17])=[O:12])C1C=CC=CC=1, predict the reaction product. The product is: [OH:8][C:9]1[CH:36]=[CH:35][C:34]([N:37]2[CH2:42][CH2:41][CH2:40][CH2:39][CH2:38]2)=[CH:33][C:10]=1[C:11]([NH:13][C:14]1[CH:26]=[C:25]([C:27]2[CH:32]=[CH:31][CH:30]=[CH:29][CH:28]=2)[CH:24]=[CH:23][C:15]=1[C:16]([O:18][C:19]([CH3:22])([CH3:21])[CH3:20])=[O:17])=[O:12]. (2) Given the reactants [C:1]1(=[O:11])[C:9]2[C:4](=[CH:5][CH:6]=[CH:7][CH:8]=2)[C:3](=[O:10])[NH:2]1.[Cl:12][C:13]1[CH:14]=[C:15]([CH:23]=[CH:24][C:25]=1[Cl:26])[O:16]N1CCCCC1.[CH3:27][N:28]([CH:30]=O)[CH3:29], predict the reaction product. The product is: [Cl:12][C:13]1[CH:14]=[C:15]([CH:23]=[CH:24][C:25]=1[Cl:26])[O:16][CH:6]1[CH2:7][CH2:29][N:28]([CH2:27][C@H:3]([OH:10])[CH2:4][N:2]2[C:3](=[O:10])[C:4]3[C:9](=[CH:8][CH:7]=[CH:6][CH:5]=3)[C:1]2=[O:11])[CH2:30][CH2:5]1. (3) Given the reactants Br[C:2]1[CH:3]=[CH:4][C:5]2[N:6](C3C=CC(C4C=CC=CC=4)=CC=3)[C:7]3[C:12]([C:13]=2[CH:14]=1)=[CH:11][CH:10]=[CH:9][CH:8]=3.CC(C)([O-])C.[Na+].[C:33]1([CH3:40])[C:34](C)=[CH:35][CH:36]=[CH:37][CH:38]=1.[NH2:41][C:42]1[CH:47]=[CH:46][CH:45]=[CH:44][CH:43]=1.[C:48]1(C)[CH:53]=[CH:52]C=[CH:50][CH:49]=1, predict the reaction product. The product is: [C:40]1([C:33]2[CH:38]=[CH:37][CH:36]=[CH:35][CH:34]=2)[CH:52]=[CH:53][C:48]([C:13]2[C:5]3[NH:6][C:7]4[C:12](=[CH:11][CH:10]=[CH:9][CH:8]=4)[C:4]=3[CH:3]=[C:2]([NH:41][C:42]3[CH:47]=[CH:46][CH:45]=[CH:44][CH:43]=3)[CH:14]=2)=[CH:49][CH:50]=1. (4) Given the reactants [C:1]([N:4]1[C:12]2[C:7](=[CH:8][C:9]([NH2:13])=[CH:10][CH:11]=2)[CH2:6][CH2:5]1)(=[O:3])[CH3:2].C(=O)([O-])O.[Na+].[Cl:19][C:20]1[N:21]=[C:22]2[N:26]([C:27]=1[S:28](Cl)(=[O:30])=[O:29])[CH2:25][CH2:24][S:23]2, predict the reaction product. The product is: [C:1]([N:4]1[C:12]2[C:7](=[CH:8][C:9]([NH:13][S:28]([C:27]3[N:26]4[C:22]([S:23][CH2:24][CH2:25]4)=[N:21][C:20]=3[Cl:19])(=[O:29])=[O:30])=[CH:10][CH:11]=2)[CH2:6][CH2:5]1)(=[O:3])[CH3:2]. (5) Given the reactants [N:1]1[CH:6]=[CH:5][N:4]=[CH:3][C:2]=1[N:7]1[C:14]2[C@H:13]3[CH2:15][C@H:12]3[CH2:11][C:10]=2[C:9]([C:16]([OH:18])=O)=[N:8]1.Cl.[F:20][C:21]([F:28])([F:27])[C:22]1([NH2:26])[CH2:25][CH2:24][CH2:23]1, predict the reaction product. The product is: [F:20][C:21]([F:28])([F:27])[C:22]1([NH:26][C:16]([C:9]2[C:10]3[CH2:11][C@@H:12]4[CH2:15][C@@H:13]4[C:14]=3[N:7]([C:2]3[CH:3]=[N:4][CH:5]=[CH:6][N:1]=3)[N:8]=2)=[O:18])[CH2:25][CH2:24][CH2:23]1. (6) Given the reactants Br[C:2]1[CH:3]=[C:4]2[C:9](=[CH:10][CH:11]=1)[N:8]=[C:7]([O:12][CH:13]1[CH2:18][CH2:17][CH:16]([C:19]([CH3:22])([CH3:21])[CH3:20])[CH2:15][CH2:14]1)[CH:6]=[N:5]2.[CH2:23]([O:25][C:26]([CH:28]1[CH2:33][CH2:32][N:31]([CH2:34][B-](F)(F)F)[CH2:30][CH2:29]1)=[O:27])[CH3:24].[K+].C(=O)([O-])[O-].[Cs+].[Cs+].O1CCCC1.O.C1(P(C2CCCCC2)C2C=CC=CC=2C2C(C(C)C)=CC(C(C)C)=CC=2C(C)C)CCCCC1, predict the reaction product. The product is: [CH2:23]([O:25][C:26]([CH:28]1[CH2:33][CH2:32][N:31]([CH2:34][C:2]2[CH:3]=[C:4]3[C:9](=[CH:10][CH:11]=2)[N:8]=[C:7]([O:12][CH:13]2[CH2:18][CH2:17][CH:16]([C:19]([CH3:22])([CH3:21])[CH3:20])[CH2:15][CH2:14]2)[CH:6]=[N:5]3)[CH2:30][CH2:29]1)=[O:27])[CH3:24]. (7) Given the reactants [O:1]1[CH2:4][CH:3]([OH:5])[CH2:2]1.[Br:6][C:7]1[CH:12]=[CH:11][C:10](O)=[CH:9][CH:8]=1.C1(P(C2C=CC=CC=2)C2C=CC=CC=2)C=CC=CC=1.CC(OC(/N=N/C(OC(C)C)=O)=O)C, predict the reaction product. The product is: [Br:6][C:7]1[CH:12]=[CH:11][C:10]([O:5][CH:3]2[CH2:4][O:1][CH2:2]2)=[CH:9][CH:8]=1.